This data is from Reaction yield outcomes from USPTO patents with 853,638 reactions. The task is: Predict the reaction yield, written as a fraction of the theoretical maximum amount of product (1.0 means a 100% yield; for example, 0.34 means a 34% yield). (1) The reactants are [C:1]([C:4]1[CH:9]=[C:8]([Cl:10])[N:7]=[CH:6][C:5]=1[N:11](S(C1C=CC([N+]([O-])=O)=CC=1)(=O)=O)[S:12]([C:15]1[CH:20]=[CH:19][C:18]([N+:21]([O-:23])=[O:22])=[CH:17][CH:16]=1)(=[O:14])=[O:13])(=[O:3])[CH3:2].[Li+].[OH-].Cl. The catalyst is C1COCC1.CO. The product is [C:1]([C:4]1[CH:9]=[C:8]([Cl:10])[N:7]=[CH:6][C:5]=1[NH:11][S:12]([C:15]1[CH:20]=[CH:19][C:18]([N+:21]([O-:23])=[O:22])=[CH:17][CH:16]=1)(=[O:13])=[O:14])(=[O:3])[CH3:2]. The yield is 0.840. (2) No catalyst specified. The reactants are OC1C(=O)NN=C(CCC2C=CC=CC=2)C=1.C([O:24][C:25]1[N:26]=[N:27][C:28](/[CH:39]=[CH:40]/[C:41]2[CH:46]=[C:45]([C:47]([F:50])([F:49])[F:48])[CH:44]=[C:43]([C:51]([F:54])([F:53])[F:52])[CH:42]=2)=[CH:29][C:30]=1[O:31]CC1C=CC=CC=1)C1C=CC=CC=1. The yield is 0.490. The product is [F:54][C:51]([F:52])([F:53])[C:43]1[CH:42]=[C:41]([CH2:40][CH2:39][C:28]2[CH:29]=[C:30]([OH:31])[C:25](=[O:24])[NH:26][N:27]=2)[CH:46]=[C:45]([C:47]([F:48])([F:50])[F:49])[CH:44]=1.